From a dataset of Forward reaction prediction with 1.9M reactions from USPTO patents (1976-2016). Predict the product of the given reaction. (1) Given the reactants [C:1]([NH:3][C:4]([NH2:6])=[NH:5])#[N:2].[Cl:7][C:8]1[CH:13]=[CH:12][C:11]([N:14]=[C:15]=[N:16][C:17]2[CH:22]=[CH:21][CH:20]=[C:19]([Cl:23])[C:18]=2[F:24])=[C:10]([O:25][Si](C(C)(C)C)(C)C)[C:9]=1[S:33]([N:36]([CH3:38])[CH3:37])(=[O:35])=[O:34].[N:39]#[C:40]N.C([N:45](CC)C(C)C)(C)C.[F-].[Cs+], predict the reaction product. The product is: [C:1]([NH:3][C:4]([NH2:6])=[NH:5])#[N:2].[Cl:7][C:8]1[CH:13]=[CH:12][C:11]([N:14]([C:40]#[N:39])[C:15]([NH:16][C:17]2[CH:22]=[CH:21][CH:20]=[C:19]([Cl:23])[C:18]=2[F:24])=[NH:45])=[C:10]([OH:25])[C:9]=1[S:33]([N:36]([CH3:38])[CH3:37])(=[O:34])=[O:35]. (2) Given the reactants [Si:1]([O:8][CH2:9][C:10]1[CH:11]=[C:12]([C:18](OC)=[O:19])[N:13]=[N:14][C:15]=1[O:16][CH3:17])([C:4]([CH3:7])([CH3:6])[CH3:5])([CH3:3])[CH3:2].[BH4-].[Na+].[Cl-].[Cl-].[Ca+2], predict the reaction product. The product is: [Si:1]([O:8][CH2:9][C:10]1[CH:11]=[C:12]([CH2:18][OH:19])[N:13]=[N:14][C:15]=1[O:16][CH3:17])([C:4]([CH3:7])([CH3:5])[CH3:6])([CH3:3])[CH3:2]. (3) Given the reactants C([N:8]([C@@H:16]([CH2:22][C:23]1[CH:28]=[CH:27][CH:26]=[CH:25][CH:24]=1)[C:17](=[O:21])CC#N)CC1C=CC=CC=1)C1C=CC=CC=1.[NH2-].[Na+].[NH2-].[Na+].C(#N)C.[O:36]1CCCC1, predict the reaction product. The product is: [NH2:8][C@H:16]([C:17]([OH:21])=[O:36])[CH2:22][C:23]1[CH:28]=[CH:27][CH:26]=[CH:25][CH:24]=1. (4) The product is: [C:1]([O:5][C:6]([N:8]1[CH2:13][CH2:12][N:11]([C:14]2[CH:15]=[CH:16][C:17]([NH2:20])=[CH:18][CH:19]=2)[CH2:10][CH2:9]1)=[O:7])([CH3:4])([CH3:2])[CH3:3]. Given the reactants [C:1]([O:5][C:6]([N:8]1[CH2:13][CH2:12][N:11]([C:14]2[CH:19]=[CH:18][C:17]([N+:20]([O-])=O)=[CH:16][CH:15]=2)[CH2:10][CH2:9]1)=[O:7])([CH3:4])([CH3:3])[CH3:2].Cl, predict the reaction product.